Dataset: Peptide-MHC class I binding affinity with 185,985 pairs from IEDB/IMGT. Task: Regression. Given a peptide amino acid sequence and an MHC pseudo amino acid sequence, predict their binding affinity value. This is MHC class I binding data. (1) The peptide sequence is TSCAPMMQK. The MHC is HLA-A69:01 with pseudo-sequence HLA-A69:01. The binding affinity (normalized) is 0.0847. (2) The peptide sequence is KTNRTGLLM. The MHC is HLA-C15:02 with pseudo-sequence HLA-C15:02. The binding affinity (normalized) is 0.605. (3) The peptide sequence is ESMMGSTAM. The MHC is HLA-B58:01 with pseudo-sequence HLA-B58:01. The binding affinity (normalized) is 0.0847. (4) The peptide sequence is FFTTSLFLH. The MHC is HLA-A03:01 with pseudo-sequence HLA-A03:01. The binding affinity (normalized) is 0. (5) The peptide sequence is FVDINRNNK. The MHC is HLA-A33:01 with pseudo-sequence HLA-A33:01. The binding affinity (normalized) is 0.00615.